Dataset: Forward reaction prediction with 1.9M reactions from USPTO patents (1976-2016). Task: Predict the product of the given reaction. (1) Given the reactants [Sn](Cl)Cl.Cl.[Cl:5][C:6]1[CH:24]=[CH:23][CH:22]=[CH:21][C:7]=1[O:8][CH2:9][C:10]1[CH:17]=[CH:16][CH:15]=[C:14]([N+:18]([O-])=O)[C:11]=1[C:12]#[N:13].[OH-].[K+], predict the reaction product. The product is: [NH2:18][C:14]1[CH:15]=[CH:16][CH:17]=[C:10]([CH2:9][O:8][C:7]2[CH:21]=[CH:22][CH:23]=[CH:24][C:6]=2[Cl:5])[C:11]=1[C:12]#[N:13]. (2) Given the reactants C([O:3][C:4]([C:6]1[N:10]([CH:11]2[CH2:16][CH2:15][N:14]([C:17]([O:19][C:20]([CH3:23])([CH3:22])[CH3:21])=[O:18])[CH2:13][CH2:12]2)[N:9]=[C:8]([C:24]([F:27])([F:26])[F:25])[CH:7]=1)=[O:5])C.[OH-].[Na+], predict the reaction product. The product is: [C:20]([O:19][C:17]([N:14]1[CH2:13][CH2:12][CH:11]([N:10]2[C:6]([C:4]([OH:5])=[O:3])=[CH:7][C:8]([C:24]([F:25])([F:26])[F:27])=[N:9]2)[CH2:16][CH2:15]1)=[O:18])([CH3:23])([CH3:21])[CH3:22]. (3) The product is: [CH3:19][C:18]1[N:17]=[C:12]2[CH:13]=[CH:14][CH:15]=[C:16]3[N:11]2[C:10]=1[C:9](=[O:20])[N:8]3[CH2:7][CH2:6][CH2:5][CH2:4][CH2:3][CH2:2][NH:1][S:35]([C:38]([F:41])([F:40])[F:39])(=[O:37])=[O:36]. Given the reactants [NH2:1][CH2:2][CH2:3][CH2:4][CH2:5][CH2:6][CH2:7][N:8]1[C:16]2[N:11]3[C:12](=[N:17][C:18]([CH3:19])=[C:10]3[C:9]1=[O:20])[CH:13]=[CH:14][CH:15]=2.C(N(CC)CC)C.C1C=CC(N([S:35]([C:38]([F:41])([F:40])[F:39])(=[O:37])=[O:36])[S:35]([C:38]([F:41])([F:40])[F:39])(=[O:37])=[O:36])=CC=1, predict the reaction product. (4) Given the reactants [CH3:1][C:2]([CH3:46])([CH3:45])[CH2:3][O:4][C:5](=[O:44])[N:6]=[C:7]([NH2:43])[C:8]1[CH:13]=[CH:12][C:11]([NH:14][CH:15]([C:29]2[N:33]=[C:32]([O:34][CH2:35]Cl)[N:31]([C:37]3[N:42]=[CH:41][CH:40]=[CH:39][N:38]=3)[N:30]=2)[C:16]2[CH:21]=[C:20]([O:22][CH3:23])[CH:19]=[C:18]([O:24][CH2:25][CH2:26][OH:27])[C:17]=2[F:28])=[CH:10][CH:9]=1.C(=O)([O-])O.[K+].[I-].[Na+].[CH:54]1([C:60]([OH:62])=[O:61])[CH2:59][CH2:58][CH2:57][CH2:56][CH2:55]1.[Cl-].[NH4+], predict the reaction product. The product is: [NH2:43][C:7](=[N:6][C:5]([O:4][CH2:3][C:2]([CH3:46])([CH3:45])[CH3:1])=[O:44])[C:8]1[CH:13]=[CH:12][C:11]([NH:14][CH:15]([C:16]2[CH:21]=[C:20]([O:22][CH3:23])[CH:19]=[C:18]([O:24][CH2:25][CH2:26][OH:27])[C:17]=2[F:28])[C:29]2[N:33]=[C:32]([O:34][CH2:35][O:62][C:60]([CH:54]3[CH2:59][CH2:58][CH2:57][CH2:56][CH2:55]3)=[O:61])[N:31]([C:37]3[N:42]=[CH:41][CH:40]=[CH:39][N:38]=3)[N:30]=2)=[CH:10][CH:9]=1. (5) Given the reactants [Cl:1][C:2]1[CH:39]=[CH:38][CH:37]=[C:36]([C:40]([F:43])([F:42])[F:41])[C:3]=1[C:4]([N:6]1[C:14]2[C:9](=[CH:10][CH:11]=[C:12]([C:15]([N:17]3[CH2:20][C:19]([F:22])([F:21])[CH2:18]3)=[O:16])[CH:13]=2)[C:8]([C:23]2[CH2:28][CH2:27][CH:26]([C:29]([O:31]C(C)(C)C)=[O:30])[CH2:25][CH:24]=2)=[N:7]1)=[O:5].C(O)(C(F)(F)F)=O, predict the reaction product. The product is: [Cl:1][C:2]1[CH:39]=[CH:38][CH:37]=[C:36]([C:40]([F:42])([F:43])[F:41])[C:3]=1[C:4]([N:6]1[C:14]2[C:9](=[CH:10][CH:11]=[C:12]([C:15]([N:17]3[CH2:20][C:19]([F:21])([F:22])[CH2:18]3)=[O:16])[CH:13]=2)[C:8]([C:23]2[CH2:28][CH2:27][CH:26]([C:29]([OH:31])=[O:30])[CH2:25][CH:24]=2)=[N:7]1)=[O:5]. (6) Given the reactants [I:1][C:2]1[CH:7]=[CH:6][C:5]([C:8]([N:10]2[CH2:14][CH2:13][C@@H:12](OS(C)(=O)=O)[CH2:11]2)=[O:9])=[CH:4][CH:3]=1.[NH:20]1[CH2:25][CH2:24][CH2:23][CH2:22][CH2:21]1, predict the reaction product. The product is: [I:1][C:2]1[CH:7]=[CH:6][C:5]([C:8]([N:10]2[CH2:14][CH2:13][C@H:12]([N:20]3[CH2:25][CH2:24][CH2:23][CH2:22][CH2:21]3)[CH2:11]2)=[O:9])=[CH:4][CH:3]=1. (7) Given the reactants [CH:1]([N:4]([CH:36]([CH3:38])[CH3:37])[CH2:5][CH2:6][O:7][C:8]1[CH:35]=[CH:34][C:11]([CH2:12][NH:13][C:14]2[CH:19]=[C:18]([O:20]C)[CH:17]=[CH:16][C:15]=2[CH:22]2[CH2:31][CH2:30][C:29]3[C:24](=[CH:25][CH:26]=[C:27]([O:32]C)[CH:28]=3)[CH2:23]2)=[CH:10][CH:9]=1)([CH3:3])[CH3:2].C(N(C(C)C)CCOC1C=CC(CNC2C=C(O)C=CC=2C2CCC3C(=CC=C(OC)C=3)C2)=CC=1)(C)C, predict the reaction product. The product is: [CH:36]([N:4]([CH:1]([CH3:3])[CH3:2])[CH2:5][CH2:6][O:7][C:8]1[CH:35]=[CH:34][C:11]([CH2:12][NH:13][C:14]2[CH:19]=[C:18]([OH:20])[CH:17]=[CH:16][C:15]=2[CH:22]2[CH2:31][CH2:30][C:29]3[CH:28]=[C:27]([OH:32])[CH:26]=[CH:25][C:24]=3[CH2:23]2)=[CH:10][CH:9]=1)([CH3:37])[CH3:38]. (8) Given the reactants [CH3:1][O:2][C:3](=[O:27])[C@H:4]([NH:8][S:9]([C:12]1[CH:17]=[CH:16][C:15]([O:18][CH2:19][C:20]2[CH:25]=[CH:24][C:23]([F:26])=[CH:22][CH:21]=2)=[CH:14][CH:13]=1)(=[O:11])=[O:10])[C@@H:5]([OH:7])[CH3:6].[CH2:28](I)[CH:29]=[CH2:30].C(=O)([O-])[O-].[Cs+].[Cs+].C(OCC)C, predict the reaction product. The product is: [CH3:1][O:2][C:3](=[O:27])[C@H:4]([N:8]([CH2:30][CH:29]=[CH2:28])[S:9]([C:12]1[CH:17]=[CH:16][C:15]([O:18][CH2:19][C:20]2[CH:21]=[CH:22][C:23]([F:26])=[CH:24][CH:25]=2)=[CH:14][CH:13]=1)(=[O:11])=[O:10])[C@@H:5]([OH:7])[CH3:6]. (9) Given the reactants [CH:1]1([CH2:4]Br)[CH2:3][CH2:2]1.[Br:6][C:7]1[CH:12]=[CH:11][CH:10]=[CH:9][C:8]=1[OH:13].NC(NC1SC(C2C=CC=CC=2C=O)=CC=1C(N)=O)=O, predict the reaction product. The product is: [Br:6][C:7]1[CH:12]=[CH:11][CH:10]=[CH:9][C:8]=1[O:13][CH2:4][CH:1]1[CH2:2][CH2:3]1.